Dataset: Reaction yield outcomes from USPTO patents with 853,638 reactions. Task: Predict the reaction yield, written as a fraction of the theoretical maximum amount of product (1.0 means a 100% yield; for example, 0.34 means a 34% yield). (1) The reactants are IC.[Br:3][C:4]1[CH:10]=[CH:9]C(N)=[C:6]([Cl:11])[CH:5]=1.C([O-])([O-])=O.[K+].[K+].[CH3:18][N:19]([CH:21]=O)[CH3:20]. No catalyst specified. The product is [Br:3][C:4]1[CH:10]=[CH:9][C:21]([N:19]([CH3:20])[CH3:18])=[C:6]([Cl:11])[CH:5]=1. The yield is 0.780. (2) The reactants are [Cl:1][C:2]1[C:11]2[C:6](=[N:7][CH:8]=[C:9]([F:12])[CH:10]=2)[N:5](CC2C=CC(OC)=CC=2)[C:4](=[O:22])[C:3]=1[C:23]#[N:24]. The catalyst is C(O)(C(F)(F)F)=O. The product is [Cl:1][C:2]1[C:11]2[C:6](=[N:7][CH:8]=[C:9]([F:12])[CH:10]=2)[NH:5][C:4](=[O:22])[C:3]=1[C:23]#[N:24]. The yield is 0.960. (3) The reactants are CS(C)=O.C(Cl)(=O)C(Cl)=O.[F:11][C:12]1[C:17]([F:18])=[CH:16][CH:15]=[CH:14][C:13]=1[C@@H:19]1[CH2:29][CH2:28][C@@H:27]([OH:30])[C:22]2=[N:23][CH:24]=[CH:25][CH:26]=[C:21]2[C@H:20]1[NH:31][C:32](=[O:38])[O:33][C:34]([CH3:37])([CH3:36])[CH3:35].C(N(CC)CC)C. The catalyst is C(Cl)Cl. The product is [F:11][C:12]1[C:17]([F:18])=[CH:16][CH:15]=[CH:14][C:13]=1[C@@H:19]1[CH2:29][CH2:28][C:27](=[O:30])[C:22]2=[N:23][CH:24]=[CH:25][CH:26]=[C:21]2[C@H:20]1[NH:31][C:32](=[O:38])[O:33][C:34]([CH3:36])([CH3:35])[CH3:37]. The yield is 0.730.